From a dataset of Forward reaction prediction with 1.9M reactions from USPTO patents (1976-2016). Predict the product of the given reaction. Given the reactants [Cl:1][C:2]1[CH:44]=[C:43]([C:45]([F:48])([F:47])[F:46])[CH:42]=[CH:41][C:3]=1[O:4][C:5]1[CH:10]=[CH:9][C:8]([N:11]2[C:16](=[O:17])[N:15]([C:18](=[O:27])[C:19]3[C:24]([F:25])=[CH:23][CH:22]=[CH:21][C:20]=3[F:26])[CH2:14][N:13]([C:28](=[O:39])[C:29]([O:31]CC3C=CC=CC=3)=[O:30])[CH2:12]2)=[C:7]([F:40])[CH:6]=1, predict the reaction product. The product is: [Cl:1][C:2]1[CH:44]=[C:43]([C:45]([F:48])([F:47])[F:46])[CH:42]=[CH:41][C:3]=1[O:4][C:5]1[CH:10]=[CH:9][C:8]([N:11]2[C:16](=[O:17])[N:15]([C:18](=[O:27])[C:19]3[C:20]([F:26])=[CH:21][CH:22]=[CH:23][C:24]=3[F:25])[CH2:14][N:13]([C:28](=[O:39])[C:29]([OH:31])=[O:30])[CH2:12]2)=[C:7]([F:40])[CH:6]=1.